Dataset: Full USPTO retrosynthesis dataset with 1.9M reactions from patents (1976-2016). Task: Predict the reactants needed to synthesize the given product. Given the product [Cl:15][C:10]1[CH:9]=[C:8]([N:6]([CH3:7])[C:5](=[NH:16])[NH:4][C:3]2[N:2]=[C:20]([OH:25])[CH:21]=[C:22]([CH3:24])[N:17]=2)[CH:13]=[CH:12][C:11]=1[Cl:14], predict the reactants needed to synthesize it. The reactants are: Cl.[NH2:2][C:3](=[NH:17])[NH:4][C:5](=[NH:16])[N:6]([C:8]1[CH:13]=[CH:12][C:11]([Cl:14])=[C:10]([Cl:15])[CH:9]=1)[CH3:7].[OH-].[Na+].[C:20](OCC)(=[O:25])[CH2:21][C:22]([CH3:24])=O.